This data is from Reaction yield outcomes from USPTO patents with 853,638 reactions. The task is: Predict the reaction yield, written as a fraction of the theoretical maximum amount of product (1.0 means a 100% yield; for example, 0.34 means a 34% yield). (1) The reactants are [Cl:1][C:2]1[CH:17]=[CH:16][C:5]([O:6][C:7]2[CH:12]=[CH:11][C:10]([CH2:13][CH2:14][NH2:15])=[CH:9][CH:8]=2)=[CH:4][C:3]=1[C:18]([F:21])([F:20])[F:19].CS[C:24]1[NH:25][CH:26]=[C:27]([CH2:31][C:32]2[CH:37]=[CH:36][N:35]=[N:34][CH:33]=2)[C:28](=[O:30])[N:29]=1. The catalyst is C(O)C. The product is [Cl:1][C:2]1[CH:17]=[CH:16][C:5]([O:6][C:7]2[CH:12]=[CH:11][C:10]([CH2:13][CH2:14][NH:15][C:24]3[NH:25][CH:26]=[C:27]([CH2:31][C:32]4[CH:37]=[CH:36][N:35]=[N:34][CH:33]=4)[C:28](=[O:30])[N:29]=3)=[CH:9][CH:8]=2)=[CH:4][C:3]=1[C:18]([F:19])([F:20])[F:21]. The yield is 0.430. (2) The reactants are NS(N)(=O)=O.Cl[CH2:7][CH2:8][S:9]([N:12]1[CH2:17][CH2:16][CH:15]([C:18]2[C:26]3[C:21](=[C:22]([C:32]([NH2:34])=[O:33])[CH:23]=[C:24]([C:27]4[S:28][CH:29]=[CH:30][CH:31]=4)[CH:25]=3)[NH:20][CH:19]=2)[CH2:14][CH2:13]1)(=[O:11])=[O:10].[CH:35]1([NH2:40])[CH2:39][CH2:38][CH2:37][CH2:36]1.C([O-])([O-])=O.[K+].[K+].[Na+].[I-]. No catalyst specified. The product is [CH:35]1([NH:40][CH2:7][CH2:8][S:9]([N:12]2[CH2:17][CH2:16][CH:15]([C:18]3[C:26]4[C:21](=[C:22]([C:32]([NH2:34])=[O:33])[CH:23]=[C:24]([C:27]5[S:28][CH:29]=[CH:30][CH:31]=5)[CH:25]=4)[NH:20][CH:19]=3)[CH2:14][CH2:13]2)(=[O:11])=[O:10])[CH2:39][CH2:38][CH2:37][CH2:36]1. The yield is 0.390. (3) The reactants are [NH2:1][C:2]1[N:3]([CH3:26])[C:4](=[O:25])[C:5]2([C:15]3[C:10](=[CH:11][CH:12]=[C:13](Br)[CH:14]=3)[O:9][CH:8]([C:17]3[CH:22]=[CH:21][CH:20]=[C:19]([F:23])[C:18]=3[F:24])[CH2:7]2)[N:6]=1.[C:27]([C:29]1[CH:30]=[C:31](B(O)O)[CH:32]=[CH:33][CH:34]=1)#[N:28].C(=O)([O-])[O-].[Cs+].[Cs+]. The catalyst is O1CCOCC1.Cl[Pd](Cl)([P](C1C=CC=CC=1)(C1C=CC=CC=1)C1C=CC=CC=1)[P](C1C=CC=CC=1)(C1C=CC=CC=1)C1C=CC=CC=1. The product is [NH2:1][C:2]1[N:3]([CH3:26])[C:4](=[O:25])[C:5]2([C:15]3[C:10](=[CH:11][CH:12]=[C:13]([C:33]4[CH:34]=[C:29]([CH:30]=[CH:31][CH:32]=4)[C:27]#[N:28])[CH:14]=3)[O:9][CH:8]([C:17]3[CH:22]=[CH:21][CH:20]=[C:19]([F:23])[C:18]=3[F:24])[CH2:7]2)[N:6]=1. The yield is 0.270. (4) The reactants are [NH2:1][C:2]1[N:7]=[C:6]([NH:8][C:9]2[CH:14]=[CH:13][C:12]([S:15][C:16]3[CH:21]=[CH:20][N:19]=[CH:18][CH:17]=3)=[C:11]([F:22])[CH:10]=2)[CH:5]=[C:4]([C:23]2[CH:28]=[CH:27][CH:26]=[C:25]([N+:29]([O-])=O)[CH:24]=2)[N:3]=1.[H][H]. The catalyst is [Pd].C(O)C.CCOC(C)=O. The product is [NH2:1][C:2]1[N:7]=[C:6]([NH:8][C:9]2[CH:14]=[CH:13][C:12]([S:15][C:16]3[CH:17]=[CH:18][N:19]=[CH:20][CH:21]=3)=[C:11]([F:22])[CH:10]=2)[CH:5]=[C:4]([C:23]2[CH:28]=[CH:27][CH:26]=[C:25]([NH2:29])[CH:24]=2)[N:3]=1. The yield is 0.640. (5) The reactants are [CH3:1][O:2][C:3]1[CH:12]=[CH:11][C:10]([S:13](=[O:16])(=[O:15])[NH2:14])=[CH:9][C:4]=1[C:5]([O:7]C)=[O:6].[OH-].[Na+].Cl. The catalyst is CO. The product is [CH3:1][O:2][C:3]1[CH:12]=[CH:11][C:10]([S:13](=[O:16])(=[O:15])[NH2:14])=[CH:9][C:4]=1[C:5]([OH:7])=[O:6]. The yield is 0.983.